Dataset: Full USPTO retrosynthesis dataset with 1.9M reactions from patents (1976-2016). Task: Predict the reactants needed to synthesize the given product. (1) Given the product [Cl:21][C:22]1[CH:23]=[CH:24][C:25]([C:28]2[CH:33]=[CH:32][C:31]([CH2:34][NH:35][C:14]([CH:13]3[CH2:17][CH2:18][CH2:19][N:11]([C:6]4[CH:7]=[CH:8][CH:9]=[CH:10][C:5]=4[C:3]([O:2][CH3:1])=[O:4])[CH2:12]3)=[O:16])=[CH:30][CH:29]=2)=[CH:26][CH:27]=1, predict the reactants needed to synthesize it. The reactants are: [CH3:1][O:2][C:3]([C:5]1[CH:10]=[CH:9][CH:8]=[CH:7][C:6]=1[N:11]1[CH2:19][CH2:18][CH2:17][CH:13]([C:14]([OH:16])=O)[CH2:12]1)=[O:4].Cl.[Cl:21][C:22]1[CH:27]=[CH:26][C:25]([C:28]2[CH:33]=[CH:32][C:31]([CH2:34][NH2:35])=[CH:30][CH:29]=2)=[CH:24][CH:23]=1. (2) Given the product [CH:16]1[C:25]2[C:20](=[CH:21][CH:22]=[CH:23][CH:24]=2)[CH:19]=[CH:18][C:17]=1[N:26]1[CH2:33][CH:32]2[N:34]([CH2:3][CH:2]([OH:1])[CH2:4][O:5][C:6]3[CH:15]=[CH:14][CH:13]=[C:12]4[C:7]=3[CH:8]=[CH:9][CH:10]=[N:11]4)[CH2:35][CH:27]1[CH2:28][CH:29]=[CH:30][CH2:31]2, predict the reactants needed to synthesize it. The reactants are: [O:1]1[CH2:3][CH:2]1[CH2:4][O:5][C:6]1[CH:15]=[CH:14][CH:13]=[C:12]2[C:7]=1[CH:8]=[CH:9][CH:10]=[N:11]2.[CH:16]1[C:25]2[C:20](=[CH:21][CH:22]=[CH:23][CH:24]=2)[CH:19]=[CH:18][C:17]=1[N:26]1[CH2:33][CH:32]2[NH:34][CH2:35][CH:27]1[CH2:28][CH:29]=[CH:30][CH2:31]2.CCN(C(C)C)C(C)C. (3) Given the product [O:40]=[C:2]1[CH:7]=[C:6]([C:8]2[C:17]3[C:12](=[CH:13][C:14]([O:23][CH3:24])=[C:15]4[O:20][C:19]([CH3:22])([CH3:21])[CH2:18][C:16]4=3)[CH2:11][C:10]([CH3:26])([CH3:25])[N:9]=2)[CH:5]=[CH:4][N:3]1[C:28]1[CH:29]=[C:30]([C:33]([NH2:35])=[O:34])[CH:31]=[CH:32][N:27]=1, predict the reactants needed to synthesize it. The reactants are: Cl[C:2]1[CH:7]=[C:6]([C:8]2[C:17]3[C:12](=[CH:13][C:14]([O:23][CH3:24])=[C:15]4[O:20][C:19]([CH3:22])([CH3:21])[CH2:18][C:16]4=3)[CH2:11][C:10]([CH3:26])([CH3:25])[N:9]=2)[CH:5]=[CH:4][N:3]=1.[N+:27]1([O-])[CH:32]=[CH:31][C:30]([C:33]([NH2:35])=[O:34])=[CH:29][CH:28]=1.Br.C(O)(=[O:40])C.[OH-].[Na+]. (4) Given the product [NH2:1][C:2]1[C:11]2[N:12]=[C:13]([CH2:19][OH:20])[N:14]([NH:15][CH:16]([CH3:18])[CH3:17])[C:10]=2[C:9]2[CH2:8][CH2:7][CH2:6][CH2:5][C:4]=2[N:3]=1, predict the reactants needed to synthesize it. The reactants are: [NH2:1][C:2]1[C:11]2[N:12]=[C:13]([CH2:19][OH:20])[N:14]([NH:15][CH:16]([CH3:18])[CH3:17])[C:10]=2[C:9]2[CH:8]=[CH:7][CH:6]=[CH:5][C:4]=2[N:3]=1.[OH-].[Na+]. (5) Given the product [Br:11][C:12]1[CH:13]=[C:14]([C:18]2([C:6]3[CH:7]=[CH:8][C:3]([O:2][CH3:1])=[CH:4][CH:5]=3)[C:26]3[C:27](=[C:28]([F:32])[CH:29]=[CH:30][CH:31]=3)[C:33]([NH2:34])=[N:19]2)[CH:15]=[CH:16][CH:17]=1, predict the reactants needed to synthesize it. The reactants are: [CH3:1][O:2][C:3]1[CH:8]=[CH:7][C:6]([Mg]Br)=[CH:5][CH:4]=1.[Br:11][C:12]1[CH:13]=[C:14]([C:18]([C:26]2[CH:31]=[CH:30][CH:29]=[C:28]([F:32])[C:27]=2[C:33]#[N:34])=[N:19]S(C(C)(C)C)=O)[CH:15]=[CH:16][CH:17]=1.Cl. (6) Given the product [CH2:1]([N:3]1[C:7]2[N:8]=[C:9]([C:18]3[CH:23]=[CH:22][C:21]([NH:24][C:25]([NH:27][C:28]4[CH:29]=[CH:30][C:31]([C:32]([N:42]5[CH2:43][CH2:44][N:39]([CH2:37][CH3:38])[CH2:40][CH2:41]5)=[O:34])=[CH:35][CH:36]=4)=[O:26])=[CH:20][CH:19]=3)[N:10]=[C:11]([N:12]3[CH2:13][CH2:14][O:15][CH2:16][CH2:17]3)[C:6]=2[CH:5]=[CH:4]1)[CH3:2], predict the reactants needed to synthesize it. The reactants are: [CH2:1]([N:3]1[C:7]2[N:8]=[C:9]([C:18]3[CH:23]=[CH:22][C:21]([NH:24][C:25]([NH:27][C:28]4[CH:36]=[CH:35][C:31]([C:32]([OH:34])=O)=[CH:30][CH:29]=4)=[O:26])=[CH:20][CH:19]=3)[N:10]=[C:11]([N:12]3[CH2:17][CH2:16][O:15][CH2:14][CH2:13]3)[C:6]=2[CH:5]=[CH:4]1)[CH3:2].[CH2:37]([N:39]1[CH2:44][CH2:43][NH:42][CH2:41][CH2:40]1)[CH3:38]. (7) Given the product [CH:17]1([CH:13]([N:11]2[CH:12]=[C:8]([C:6]3[N:5]4[CH:20]=[CH:21][N:22]=[C:4]4[CH:3]=[C:2]([C:33]4[CH:34]=[N:35][C:30]([CH3:29])=[CH:31][CH:32]=4)[N:7]=3)[CH:9]=[N:10]2)[CH2:14][C:15]#[N:16])[CH2:19][CH2:18]1, predict the reactants needed to synthesize it. The reactants are: Cl[C:2]1[N:7]=[C:6]([C:8]2[CH:9]=[N:10][N:11]([CH:13]([CH:17]3[CH2:19][CH2:18]3)[CH2:14][C:15]#[N:16])[CH:12]=2)[N:5]2[CH:20]=[CH:21][N:22]=[C:4]2[CH:3]=1.C([O-])([O-])=O.[K+].[K+].[CH3:29][C:30]1[N:35]=[CH:34][C:33](B(O)O)=[CH:32][CH:31]=1.C1(P(C2CCCCC2)C2C=CC=CC=2C2C(OC)=CC=C(S([O-])(=O)=O)C=2OC)CCCCC1.[Na+].